This data is from NCI-60 drug combinations with 297,098 pairs across 59 cell lines. The task is: Regression. Given two drug SMILES strings and cell line genomic features, predict the synergy score measuring deviation from expected non-interaction effect. (1) Drug 1: CS(=O)(=O)C1=CC(=C(C=C1)C(=O)NC2=CC(=C(C=C2)Cl)C3=CC=CC=N3)Cl. Drug 2: CC1OCC2C(O1)C(C(C(O2)OC3C4COC(=O)C4C(C5=CC6=C(C=C35)OCO6)C7=CC(=C(C(=C7)OC)O)OC)O)O. Cell line: COLO 205. Synergy scores: CSS=40.5, Synergy_ZIP=-3.70, Synergy_Bliss=-4.48, Synergy_Loewe=-44.9, Synergy_HSA=-8.97. (2) Drug 1: CCC(=C(C1=CC=CC=C1)C2=CC=C(C=C2)OCCN(C)C)C3=CC=CC=C3.C(C(=O)O)C(CC(=O)O)(C(=O)O)O. Drug 2: CC1CCCC2(C(O2)CC(NC(=O)CC(C(C(=O)C(C1O)C)(C)C)O)C(=CC3=CSC(=N3)C)C)C. Cell line: SF-268. Synergy scores: CSS=45.4, Synergy_ZIP=7.13, Synergy_Bliss=8.10, Synergy_Loewe=-5.64, Synergy_HSA=7.43.